This data is from Catalyst prediction with 721,799 reactions and 888 catalyst types from USPTO. The task is: Predict which catalyst facilitates the given reaction. (1) Reactant: [Cl:1][C:2]1[CH:7]=[CH:6][C:5]([C:8]([N:14]2[C:22]3[C:17](=[C:18]([N:23]4C(C)=CC=C4C)[CH:19]=[CH:20][CH:21]=3)[CH:16]=[CH:15]2)([CH2:12][CH3:13])[CH2:9][O:10][CH3:11])=[CH:4][CH:3]=1.NO.Cl.C(N(CC)CC)C. Product: [Cl:1][C:2]1[CH:3]=[CH:4][C:5]([C:8]([N:14]2[C:22]3[CH:21]=[CH:20][CH:19]=[C:18]([NH2:23])[C:17]=3[CH:16]=[CH:15]2)([CH2:12][CH3:13])[CH2:9][O:10][CH3:11])=[CH:6][CH:7]=1. The catalyst class is: 40. (2) Reactant: CS[C:3]1[N:8]=[C:7]([N:9]2[C:13]3[CH:14]=[CH:15][CH:16]=[CH:17][C:12]=3[N:11]=[N:10]2)[CH:6]=[CH:5][N:4]=1.[CH:18]1C=C(Cl)C=C(C(OO)=O)C=1.[S:29]([O-:33])([O-])(=[O:31])=S.[Na+].[Na+]. Product: [CH3:18][S:29]([C:3]1[N:8]=[C:7]([N:9]2[C:13]3[CH:14]=[CH:15][CH:16]=[CH:17][C:12]=3[N:11]=[N:10]2)[CH:6]=[CH:5][N:4]=1)(=[O:33])=[O:31]. The catalyst class is: 22. (3) Reactant: C[O:2][C:3](=[O:28])[CH2:4][CH2:5][C:6]1[C:14]2[C:9](=[CH:10][CH:11]=[C:12]([O:15][CH3:16])[CH:13]=2)[N:8]([S:17]([C:20]2[CH:25]=[CH:24][C:23]([O:26][CH3:27])=[CH:22][CH:21]=2)(=[O:19])=[O:18])[CH:7]=1.C(O)(=O)CC(O)=O.N1CCCCC1. Product: [CH3:27][O:26][C:23]1[CH:24]=[CH:25][C:20]([S:17]([N:8]2[C:9]3[C:14](=[CH:13][C:12]([O:15][CH3:16])=[CH:11][CH:10]=3)[C:6]([CH:5]=[CH:4][C:3]([OH:28])=[O:2])=[CH:7]2)(=[O:18])=[O:19])=[CH:21][CH:22]=1. The catalyst class is: 300. (4) Reactant: [NH2:1][C:2]1[N:10]=[CH:9][N:8]=[C:7]2[C:3]=1[N:4]=[CH:5][N:6]2[C@H:11]1[C@@H:15]2[O:16][C:17]([CH3:20])([CH3:19])[O:18][C@@H:14]2[C@@H:13]([CH2:21][N:22]([CH:27]([CH3:29])[CH3:28])[CH2:23][CH2:24][CH2:25][NH2:26])[O:12]1.[CH2:30]([C:32]1[CH:37]=[CH:36][CH:35]=[C:34]([N:38]=[C:39]=[O:40])[CH:33]=1)[CH3:31]. Product: [NH2:1][C:2]1[N:10]=[CH:9][N:8]=[C:7]2[C:3]=1[N:4]=[CH:5][N:6]2[C@H:11]1[C@@H:15]2[O:16][C:17]([CH3:19])([CH3:20])[O:18][C@@H:14]2[C@@H:13]([CH2:21][N:22]([CH:27]([CH3:29])[CH3:28])[CH2:23][CH2:24][CH2:25][NH:26][C:39]([NH:38][C:34]2[CH:35]=[CH:36][CH:37]=[C:32]([CH2:30][CH3:31])[CH:33]=2)=[O:40])[O:12]1. The catalyst class is: 2. (5) Reactant: [F:1][C:2]([F:16])([F:15])[C:3]([C:9]1[CH:14]=[CH:13][CH:12]=[CH:11][CH:10]=1)([OH:8])[C:4]([F:7])([F:6])[F:5].[N+:17]([O-])([OH:19])=[O:18]. Product: [F:1][C:2]([F:15])([F:16])[C:3]([C:9]1[CH:10]=[CH:11][CH:12]=[C:13]([N+:17]([O-:19])=[O:18])[CH:14]=1)([OH:8])[C:4]([F:6])([F:5])[F:7]. The catalyst class is: 82. (6) Reactant: [NH2:1][C:2]([C:4]1[CH:5]=[C:6]([C:27]2[CH:32]=[CH:31][CH:30]=[CH:29][CH:28]=2)[CH:7]=[C:8]2[C:12]=1[NH:11][CH:10]=[C:9]2[CH2:13][CH:14]1[CH2:19][CH2:18][CH2:17][N:16](C(OC(C)(C)C)=O)[CH2:15]1)=[O:3].Cl.[CH2:34]([S:36](Cl)(=[O:38])=[O:37])[CH3:35].CCN(CC)CC. Product: [CH2:34]([S:36]([N:16]1[CH2:17][CH2:18][CH2:19][CH:14]([CH2:13][C:9]2[C:8]3[C:12](=[C:4]([C:2]([NH2:1])=[O:3])[CH:5]=[C:6]([C:27]4[CH:32]=[CH:31][CH:30]=[CH:29][CH:28]=4)[CH:7]=3)[NH:11][CH:10]=2)[CH2:15]1)(=[O:38])=[O:37])[CH3:35]. The catalyst class is: 142.